From a dataset of Reaction yield outcomes from USPTO patents with 853,638 reactions. Predict the reaction yield, written as a fraction of the theoretical maximum amount of product (1.0 means a 100% yield; for example, 0.34 means a 34% yield). The reactants are C(N(CC)CC)C.[CH3:8][N:9]1[C:17]2[C:12](=[CH:13][CH:14]=[CH:15][CH:16]=2)[C:11]([CH:18]=[O:19])=[N:10]1.[CH3:20][O:21][C:22]1[CH:23]=[C:24]([CH:35]=[CH:36][CH:37]=1)[N:25]=[CH:26][C:27]1[CH:28]=[N:29][C:30]([O:33][CH3:34])=[CH:31][CH:32]=1. The catalyst is [Cl-].C([N+]1C(C)=C(CCO)SC=1)C1C=CC=CC=1.C(O)C. The product is [CH3:20][O:21][C:22]1[CH:23]=[C:24]([NH:25][CH:26]([C:27]2[CH:28]=[N:29][C:30]([O:33][CH3:34])=[CH:31][CH:32]=2)[C:18]([C:11]2[C:12]3[C:17](=[CH:16][CH:15]=[CH:14][CH:13]=3)[N:9]([CH3:8])[N:10]=2)=[O:19])[CH:35]=[CH:36][CH:37]=1. The yield is 0.610.